Dataset: NCI-60 drug combinations with 297,098 pairs across 59 cell lines. Task: Regression. Given two drug SMILES strings and cell line genomic features, predict the synergy score measuring deviation from expected non-interaction effect. (1) Drug 1: CC1C(C(CC(O1)OC2CC(CC3=C2C(=C4C(=C3O)C(=O)C5=C(C4=O)C(=CC=C5)OC)O)(C(=O)CO)O)N)O.Cl. Drug 2: C1=CC(=CC=C1CCC2=CNC3=C2C(=O)NC(=N3)N)C(=O)NC(CCC(=O)O)C(=O)O. Cell line: A498. Synergy scores: CSS=22.2, Synergy_ZIP=-4.47, Synergy_Bliss=-1.56, Synergy_Loewe=-2.23, Synergy_HSA=0.670. (2) Drug 1: CC1C(C(CC(O1)OC2CC(CC3=C2C(=C4C(=C3O)C(=O)C5=C(C4=O)C(=CC=C5)OC)O)(C(=O)C)O)N)O.Cl. Drug 2: CN(CCCl)CCCl.Cl. Cell line: EKVX. Synergy scores: CSS=3.24, Synergy_ZIP=-2.34, Synergy_Bliss=-1.51, Synergy_Loewe=-2.90, Synergy_HSA=-1.38. (3) Drug 1: C1=CC=C(C(=C1)C(C2=CC=C(C=C2)Cl)C(Cl)Cl)Cl. Drug 2: CC12CCC3C(C1CCC2O)C(CC4=C3C=CC(=C4)O)CCCCCCCCCS(=O)CCCC(C(F)(F)F)(F)F. Cell line: M14. Synergy scores: CSS=-2.86, Synergy_ZIP=-1.92, Synergy_Bliss=-7.92, Synergy_Loewe=-7.02, Synergy_HSA=-8.02.